This data is from Full USPTO retrosynthesis dataset with 1.9M reactions from patents (1976-2016). The task is: Predict the reactants needed to synthesize the given product. Given the product [CH3:15][O:12][C:11](=[O:13])[CH2:10][C@@H:9]([NH:8][C:6]([O:5][C:1]([CH3:4])([CH3:2])[CH3:3])=[O:7])[CH3:14], predict the reactants needed to synthesize it. The reactants are: [C:1]([O:5][C:6]([NH:8][C@@H:9]([CH3:14])[CH2:10][C:11]([OH:13])=[O:12])=[O:7])([CH3:4])([CH3:3])[CH3:2].[CH3:15][Si](C=[N+]=[N-])(C)C.